Dataset: Reaction yield outcomes from USPTO patents with 853,638 reactions. Task: Predict the reaction yield, written as a fraction of the theoretical maximum amount of product (1.0 means a 100% yield; for example, 0.34 means a 34% yield). (1) The reactants are [Cl:1][C:2]1[CH:15]=[CH:14][C:13]2[S:12][C:11]3[C:6](=[CH:7][CH:8]=[CH:9][CH:10]=3)[N:5]([CH2:16][C:17]([NH2:19])=O)[C:4]=2[CH:3]=1.[H-].[H-].[H-].[H-].[Li+].[Al+3].[OH-].[Na+].O. The catalyst is C1COCC1. The product is [ClH:1].[Cl:1][C:2]1[CH:15]=[CH:14][C:13]2[S:12][C:11]3[C:6](=[CH:7][CH:8]=[CH:9][CH:10]=3)[N:5]([CH2:16][CH2:17][NH2:19])[C:4]=2[CH:3]=1. The yield is 0.230. (2) The product is [ClH:1].[ClH:1].[CH3:2][O:3][C:4]1[CH:5]=[CH:6][C:7]([CH:10]2[CH2:15][N:14]([C:16]3[N:21]([CH3:22])[C:20](=[O:23])[CH:19]=[C:18]([C:24]4[CH:25]=[CH:26][N:27]=[CH:28][CH:29]=4)[N:17]=3)[CH2:13][CH2:12][NH:11]2)=[CH:8][CH:9]=1. The reactants are [ClH:1].[CH3:2][O:3][C:4]1[CH:9]=[CH:8][C:7]([CH:10]2[CH2:15][N:14]([C:16]3[N:21]([CH3:22])[C:20](=[O:23])[CH:19]=[C:18]([C:24]4[CH:29]=[CH:28][N:27]=[CH:26][CH:25]=4)[N:17]=3)[CH2:13][CH2:12][NH:11]2)=[CH:6][CH:5]=1. The yield is 0.960. The catalyst is C(OCC)(=O)C.ClCCl. (3) The product is [Br:21][C:6]1[C:5]2[C:10](=[CH:11][CH:12]=[C:3]([O:2][CH3:1])[CH:4]=2)[C:9](=[O:13])[NH:8][CH:7]=1. The catalyst is C(#N)C. The reactants are [CH3:1][O:2][C:3]1[CH:4]=[C:5]2[C:10](=[CH:11][CH:12]=1)[C:9](=[O:13])[NH:8][CH:7]=[CH:6]2.C1C(=O)N([Br:21])C(=O)C1. The yield is 0.552. (4) The reactants are Br[C:2]1[C:3]([N:21]2[CH2:26][CH2:25][C:24]([CH3:28])([CH3:27])[CH2:23][CH2:22]2)=[C:4]([C@H:10]([O:16][C:17]([CH3:20])([CH3:19])[CH3:18])[C:11]([O:13][CH2:14][CH3:15])=[O:12])[C:5]([CH3:9])=[N:6][C:7]=1[CH3:8].[F:29][C:30]1[CH:31]=[C:32]([CH:44]=[CH:45][CH:46]=1)[CH2:33][O:34][C:35]1[CH:40]=[CH:39][C:38](B(O)O)=[CH:37][CH:36]=1.C([O-])([O-])=O.[Na+].[Na+]. The catalyst is CN(C=O)C.C1C=CC([P]([Pd]([P](C2C=CC=CC=2)(C2C=CC=CC=2)C2C=CC=CC=2)([P](C2C=CC=CC=2)(C2C=CC=CC=2)C2C=CC=CC=2)[P](C2C=CC=CC=2)(C2C=CC=CC=2)C2C=CC=CC=2)(C2C=CC=CC=2)C2C=CC=CC=2)=CC=1. The product is [C:17]([O:16][C@@H:10]([C:4]1[C:5]([CH3:9])=[N:6][C:7]([CH3:8])=[C:2]([C:38]2[CH:37]=[CH:36][C:35]([O:34][CH2:33][C:32]3[CH:44]=[CH:45][CH:46]=[C:30]([F:29])[CH:31]=3)=[CH:40][CH:39]=2)[C:3]=1[N:21]1[CH2:26][CH2:25][C:24]([CH3:28])([CH3:27])[CH2:23][CH2:22]1)[C:11]([O:13][CH2:14][CH3:15])=[O:12])([CH3:20])([CH3:19])[CH3:18]. The yield is 0.643. (5) The reactants are [C:1]([C:4]1[C:9]([C:10]2[CH:15]=[CH:14][CH:13]=[CH:12][CH:11]=2)=[N:8][N:7]([CH2:16][CH3:17])[C:6](=[O:18])[C:5]=1[N+:19]([O-])=O)(=[O:3])[CH3:2].[CH3:22][C:23]1[CH:32]=[CH:31][C:30]2[C:25](=[C:26](N)[CH:27]=[CH:28][CH:29]=2)[N:24]=1. The catalyst is C(O)C. The product is [C:1]([C:4]1[C:9]([C:10]2[CH:15]=[CH:14][CH:13]=[CH:12][CH:11]=2)=[N:8][N:7]([CH2:16][CH3:17])[C:6](=[O:18])[C:5]=1[NH:19][C:26]1[CH:27]=[CH:28][CH:29]=[C:30]2[C:25]=1[N:24]=[C:23]([CH3:22])[CH:32]=[CH:31]2)(=[O:3])[CH3:2]. The yield is 0.933.